This data is from Catalyst prediction with 721,799 reactions and 888 catalyst types from USPTO. The task is: Predict which catalyst facilitates the given reaction. (1) Reactant: [F:1][C:2]1[CH:7]=[CH:6][CH:5]=[CH:4][C:3]=1[N:8]1[C:12]2[CH:13]=[CH:14][CH:15]=[CH:16][C:11]=2[N:10]([CH2:17][CH2:18][C@H:19]2[CH2:21][O:20]2)[S:9]1(=[O:23])=[O:22].[CH:24]1([NH2:28])[CH2:27][CH2:26][CH2:25]1. Product: [CH:24]1([NH:28][CH2:21][C@@H:19]([OH:20])[CH2:18][CH2:17][N:10]2[C:11]3[CH:16]=[CH:15][CH:14]=[CH:13][C:12]=3[N:8]([C:3]3[CH:4]=[CH:5][CH:6]=[CH:7][C:2]=3[F:1])[S:9]2(=[O:23])=[O:22])[CH2:27][CH2:26][CH2:25]1. The catalyst class is: 5. (2) Reactant: CN(C)C=O.[F:6][C:7]([F:16])([F:15])[C:8]1[N:13]=[CH:12][N:11]=[C:10]([OH:14])[CH:9]=1.[Br:17]N1C(=O)CCC1=O. Product: [F:16][C:7]([F:6])([F:15])[C:8]1[N:13]=[CH:12][N:11]=[C:10]([OH:14])[C:9]=1[Br:17]. The catalyst class is: 6.